The task is: Predict the reactants needed to synthesize the given product.. This data is from Full USPTO retrosynthesis dataset with 1.9M reactions from patents (1976-2016). (1) Given the product [NH2:2][CH2:3][C:4]1[CH:5]=[C:6]([C:14]2[CH:15]=[C:16]([CH:31]=[CH:32][N:33]=2)[C:17]([NH:19][C:20]2[CH:25]=[CH:24][CH:23]=[CH:22][C:21]=2[CH2:26][C:27]([OH:29])=[O:28])=[O:18])[CH:7]=[CH:8][CH:9]=1, predict the reactants needed to synthesize it. The reactants are: Cl.[NH2:2][CH2:3][C:4]1[CH:5]=[C:6](B(O)O)[CH:7]=[CH:8][CH:9]=1.Cl[C:14]1[CH:15]=[C:16]([CH:31]=[CH:32][N:33]=1)[C:17]([NH:19][C:20]1[CH:25]=[CH:24][CH:23]=[CH:22][C:21]=1[CH2:26][C:27]([O:29]C)=[O:28])=[O:18].C(Cl)Cl.[O-]P([O-])([O-])=O.[K+].[K+].[K+]. (2) Given the product [OH:32][CH:29]([CH2:30][OH:31])[CH2:28][NH:27][C:1](=[O:25])[CH2:2][CH2:3][CH2:4][CH2:5][CH2:6][CH2:7][CH2:8][CH2:9][C:10]#[C:11][C:12]#[C:13][CH2:14][CH2:15][CH2:16][CH2:17][CH2:18][CH2:19][CH2:20][CH2:21][CH2:22][CH3:23], predict the reactants needed to synthesize it. The reactants are: [C:1]([O:25]C)(=O)[CH2:2][CH2:3][CH2:4][CH2:5][CH2:6][CH2:7][CH2:8][CH2:9][C:10]#[C:11][C:12]#[C:13][CH2:14][CH2:15][CH2:16][CH2:17][CH2:18][CH2:19][CH2:20][CH2:21][CH2:22][CH3:23].[NH2:27][CH2:28][CH:29]([OH:32])[CH2:30][OH:31].C[O-].[Na+]. (3) Given the product [CH3:1][O:2][C:3]([C:5]1[CH:10]=[CH:9][C:8]([C:15]2[C:28]3[C:29]4=[C:30]5[C:25](=[CH:26][CH:27]=3)[C:24]([C:8]3[CH:9]=[CH:10][C:5]([C:3]([O:2][CH3:1])=[O:4])=[CH:6][CH:7]=3)=[CH:23][C:22]([C:8]3[CH:9]=[CH:10][C:5]([C:3]([O:2][CH3:1])=[O:4])=[CH:6][CH:7]=3)=[C:21]5[CH:20]=[CH:19][C:18]4=[C:17]([C:8]3[CH:9]=[CH:10][C:5]([C:3]([O:2][CH3:1])=[O:4])=[CH:6][CH:7]=3)[CH:16]=2)=[CH:7][CH:6]=1)=[O:4], predict the reactants needed to synthesize it. The reactants are: [CH3:1][O:2][C:3]([C:5]1[CH:10]=[CH:9][C:8](B(O)O)=[CH:7][CH:6]=1)=[O:4].Br[C:15]1[C:28]2[C:29]3=[C:30]4[C:25](=[CH:26][CH:27]=2)[C:24](Br)=[CH:23][C:22](Br)=[C:21]4[CH:20]=[CH:19][C:18]3=[C:17](Br)[CH:16]=1.[K]. (4) Given the product [C:21]1([C:2]2[CH:3]=[C:4]([CH:18]=[C:19]([C:21]3[CH:26]=[CH:25][C:24]([CH2:27][N:28]([CH3:30])[CH3:29])=[CH:23][CH:22]=3)[N:20]=2)[C:5]([NH:7][CH2:8][C:9]2[C:10](=[O:17])[NH:11][C:12]([CH3:16])=[CH:13][C:14]=2[CH3:15])=[O:6])[CH2:26][CH2:25][CH2:24][CH2:23][CH:22]=1, predict the reactants needed to synthesize it. The reactants are: Cl[C:2]1[CH:3]=[C:4]([CH:18]=[C:19]([C:21]2[CH:26]=[CH:25][C:24]([CH2:27][N:28]([CH3:30])[CH3:29])=[CH:23][CH:22]=2)[N:20]=1)[C:5]([NH:7][CH2:8][C:9]1[C:10](=[O:17])[NH:11][C:12]([CH3:16])=[CH:13][C:14]=1[CH3:15])=[O:6].B(O)O.C([O-])([O-])=O.[Na+].[Na+].